Dataset: Full USPTO retrosynthesis dataset with 1.9M reactions from patents (1976-2016). Task: Predict the reactants needed to synthesize the given product. Given the product [O:24]1[C:28]2[CH:29]=[CH:30][CH:31]=[CH:32][C:27]=2[CH:26]=[C:25]1[C:2]1[CH:23]=[CH:22][C:5]([C:6]([NH:8][S:9]([C:12]2[CH:17]=[CH:16][CH:15]=[CH:14][C:13]=2[S:18](=[O:21])(=[O:20])[NH2:19])(=[O:11])=[O:10])=[O:7])=[CH:4][N:3]=1, predict the reactants needed to synthesize it. The reactants are: Br[C:2]1[CH:23]=[CH:22][C:5]([C:6]([NH:8][S:9]([C:12]2[CH:17]=[CH:16][CH:15]=[CH:14][C:13]=2[S:18](=[O:21])(=[O:20])[NH2:19])(=[O:11])=[O:10])=[O:7])=[CH:4][N:3]=1.[O:24]1[C:28]2[CH:29]=[CH:30][CH:31]=[CH:32][C:27]=2[CH:26]=[C:25]1B(O)O.